From a dataset of Full USPTO retrosynthesis dataset with 1.9M reactions from patents (1976-2016). Predict the reactants needed to synthesize the given product. (1) The reactants are: C[N:2](C)/[CH:3]=[CH:4]/[C:5]([C:7]1[C:12](=[O:13])[CH:11]=[CH:10][N:9]([C:14]2[CH:19]=[CH:18][CH:17]=[C:16]([O:20][C:21]([F:24])([F:23])[F:22])[CH:15]=2)[N:8]=1)=O.[F:26][C:27]([F:40])([F:39])[S:28]([C:31]1[CH:32]=[C:33]([NH:37]N)[CH:34]=[CH:35][CH:36]=1)(=[O:30])=[O:29]. Given the product [F:39][C:27]([F:26])([F:40])[S:28]([C:31]1[CH:32]=[C:33]([N:37]2[C:5]([C:7]3[C:12](=[O:13])[CH:11]=[CH:10][N:9]([C:14]4[CH:19]=[CH:18][CH:17]=[C:16]([O:20][C:21]([F:24])([F:23])[F:22])[CH:15]=4)[N:8]=3)=[CH:4][CH:3]=[N:2]2)[CH:34]=[CH:35][CH:36]=1)(=[O:29])=[O:30], predict the reactants needed to synthesize it. (2) Given the product [C:47]([C:51]1[CH:52]=[CH:53][C:54]([C:57](=[O:62])[CH2:58][CH2:59][CH2:60][N:44]2[CH2:45][CH2:46][N:41]([C:33]3[CH:34]=[C:35]([F:40])[C:36]([O:38][CH3:39])=[CH:37][C:32]=3[F:31])[CH2:42][CH2:43]2)=[CH:55][CH:56]=1)([CH3:50])([CH3:49])[CH3:48], predict the reactants needed to synthesize it. The reactants are: C(OC1C=CC(N2CCNCC2)=CC=1F)C1C=CC=CC=1.C(Br)CCCCCCC.[F:31][C:32]1[CH:37]=[C:36]([O:38][CH3:39])[C:35]([F:40])=[CH:34][C:33]=1[N:41]1[CH2:46][CH2:45][NH:44][CH2:43][CH2:42]1.[C:47]([C:51]1[CH:56]=[CH:55][C:54]([C:57](=[O:62])[CH2:58][CH2:59][CH2:60]Cl)=[CH:53][CH:52]=1)([CH3:50])([CH3:49])[CH3:48]. (3) Given the product [C:1]([O:5][C:6](=[O:16])[NH:7][C:8]1[CH:13]=[CH:12][C:11]([F:14])=[CH:10][C:9]=1[NH:15][C:22](=[O:21])[CH2:23][C:24](=[O:37])[C:25]1[CH:30]=[CH:29][CH:28]=[C:27]([C:31]2[CH:32]=[CH:33][N:34]=[CH:35][CH:36]=2)[CH:26]=1)([CH3:4])([CH3:2])[CH3:3], predict the reactants needed to synthesize it. The reactants are: [C:1]([O:5][C:6](=[O:16])[NH:7][C:8]1[CH:13]=[CH:12][C:11]([F:14])=[CH:10][C:9]=1[NH2:15])([CH3:4])([CH3:3])[CH3:2].C([O:21][C:22](=O)[CH2:23][C:24](=[O:37])[C:25]1[CH:30]=[CH:29][CH:28]=[C:27]([C:31]2[CH:36]=[CH:35][N:34]=[CH:33][CH:32]=2)[CH:26]=1)(C)(C)C. (4) Given the product [N:29]1([CH2:2][C:3]2[CH:8]=[CH:7][C:6]([C:9]3[C:10]([NH:15][S:16]([C:19]4[CH:24]=[CH:23][CH:22]=[CH:21][C:20]=4[C:25]([F:28])([F:27])[F:26])(=[O:18])=[O:17])=[N:11][CH:12]=[CH:13][N:14]=3)=[CH:5][CH:4]=2)[C:37]2[C:32](=[CH:33][CH:34]=[CH:35][CH:36]=2)[CH:31]=[CH:30]1, predict the reactants needed to synthesize it. The reactants are: Cl[CH2:2][C:3]1[CH:8]=[CH:7][C:6]([C:9]2[C:10]([NH:15][S:16]([C:19]3[CH:24]=[CH:23][CH:22]=[CH:21][C:20]=3[C:25]([F:28])([F:27])[F:26])(=[O:18])=[O:17])=[N:11][CH:12]=[CH:13][N:14]=2)=[CH:5][CH:4]=1.[NH:29]1[C:37]2[C:32](=[CH:33][CH:34]=[CH:35][CH:36]=2)[CH:31]=[CH:30]1.CC(C)([O-])C.[K+].C(O)(=O)CC(CC(O)=O)(C(O)=O)O. (5) Given the product [F:38][C:9]1[CH:10]=[C:11]([C:14]2[CH:15]=[CH:16][C:17]([N:20]3[C:24]([NH:25][C:26]([O:28][C@@H:29]([C:31]4[CH:32]=[CH:33][CH:34]=[CH:35][CH:36]=4)[CH3:30])=[O:27])=[C:23]([CH3:37])[N:22]=[N:21]3)=[CH:18][CH:19]=2)[CH:12]=[CH:13][C:8]=1[C:5]1([C:3]([OH:4])=[O:2])[CH2:6][CH2:7]1, predict the reactants needed to synthesize it. The reactants are: C[O:2][C:3]([C:5]1([C:8]2[CH:13]=[CH:12][C:11]([C:14]3[CH:19]=[CH:18][C:17]([N:20]4[C:24]([NH:25][C:26]([O:28][C@@H:29]([C:31]5[CH:36]=[CH:35][CH:34]=[CH:33][CH:32]=5)[CH3:30])=[O:27])=[C:23]([CH3:37])[N:22]=[N:21]4)=[CH:16][CH:15]=3)=[CH:10][C:9]=2[F:38])[CH2:7][CH2:6]1)=[O:4].C1COCC1.CO.[OH-].[Na+]. (6) Given the product [NH2:1][C:2]1[S:3][C:4]([C:17]2[CH:22]=[CH:21][CH:20]=[C:19]([F:23])[CH:18]=2)=[C:5]([C:7]([N:9]2[C@H:14]([CH2:15][NH:16][C:34]([C:32]3[CH:31]=[CH:30][CH:29]=[C:28]4[C:33]=3[N:24]=[CH:25][CH:26]=[CH:27]4)=[O:35])[CH2:13][C@H:12]3[C@@H:10]2[CH2:11]3)=[O:8])[N:6]=1, predict the reactants needed to synthesize it. The reactants are: [NH2:1][C:2]1[S:3][C:4]([C:17]2[CH:22]=[CH:21][CH:20]=[C:19]([F:23])[CH:18]=2)=[C:5]([C:7]([N:9]2[C@H:14]([CH2:15][NH2:16])[CH2:13][C@H:12]3[C@@H:10]2[CH2:11]3)=[O:8])[N:6]=1.[N:24]1[C:33]2[C:28](=[CH:29][CH:30]=[CH:31][C:32]=2[C:34](O)=[O:35])[CH:27]=[CH:26][CH:25]=1.